This data is from Catalyst prediction with 721,799 reactions and 888 catalyst types from USPTO. The task is: Predict which catalyst facilitates the given reaction. (1) Reactant: [CH:1]([O:4][C:5](=[O:15])[CH:6]=[CH:7][C:8]1[CH:13]=[CH:12][C:11]([NH2:14])=[CH:10][CH:9]=1)([CH3:3])[CH3:2].[CH3:16][C:17]([O:20][C:21](O[C:21]([O:20][C:17]([CH3:19])([CH3:18])[CH3:16])=[O:22])=[O:22])([CH3:19])[CH3:18]. Product: [CH:1]([O:4][C:5](=[O:15])[CH:6]=[CH:7][C:8]1[CH:9]=[CH:10][C:11]([NH:14][C:21]([O:20][C:17]([CH3:19])([CH3:18])[CH3:16])=[O:22])=[CH:12][CH:13]=1)([CH3:3])[CH3:2]. The catalyst class is: 7. (2) Reactant: [N:1]1[CH:6]=[CH:5][C:4]([C:7]2[C:15]3[C:10](=[CH:11][CH:12]=[C:13]([C:16]([O:18]C)=[O:17])[CH:14]=3)[NH:9][N:8]=2)=[CH:3][CH:2]=1.[OH-].[K+:21].CO.O. Product: [N:1]1[CH:6]=[CH:5][C:4]([C:7]2[C:15]3[C:10](=[CH:11][CH:12]=[C:13]([C:16]([O-:18])=[O:17])[CH:14]=3)[NH:9][N:8]=2)=[CH:3][CH:2]=1.[K+:21]. The catalyst class is: 1. (3) Product: [C:15]([O:19][C:20]([N:11]1[CH2:12][CH2:13][N:8]([C:5]2[CH:4]=[CH:3][C:2]([NH2:1])=[CH:7][CH:6]=2)[C:9](=[O:14])[CH2:10]1)=[O:21])([CH3:18])([CH3:17])[CH3:16]. The catalyst class is: 840. Reactant: [NH2:1][C:2]1[CH:7]=[CH:6][C:5]([N:8]2[CH2:13][CH2:12][NH:11][CH2:10][C:9]2=[O:14])=[CH:4][CH:3]=1.[C:15]([O:19][C:20](O[C:20]([O:19][C:15]([CH3:18])([CH3:17])[CH3:16])=[O:21])=[O:21])([CH3:18])([CH3:17])[CH3:16]. (4) Reactant: [Br:1][C:2]1[CH:7]=[C:6]([CH3:8])[CH:5]=[CH:4][N:3]=1.[N:9]1[CH:14]=[CH:13][CH:12]=[CH:11][C:10]=1[C:15](OCC)=[O:16].C[Si]([N-][Si](C)(C)C)(C)C.[Na+]. Product: [Br:1][C:2]1[CH:7]=[C:6]([CH2:8][C:15]([C:10]2[CH:11]=[CH:12][CH:13]=[CH:14][N:9]=2)=[O:16])[CH:5]=[CH:4][N:3]=1. The catalyst class is: 1. (5) Reactant: [CH:1]#[C:2][CH2:3][NH:4][C@H:5]1[C:9]2[CH:10]=[CH:11][CH:12]=[CH:13][C:8]=2[CH2:7][CH2:6]1.[C:14]1([CH3:24])[CH:19]=[CH:18][C:17]([S:20]([OH:23])(=[O:22])=[O:21])=[CH:16][CH:15]=1. Product: [CH:1]#[C:2][CH2:3][NH:4][C@H:5]1[C:9]2[CH:10]=[CH:11][CH:12]=[CH:13][C:8]=2[CH2:7][CH2:6]1.[S:20]([C:17]1[CH:18]=[CH:19][C:14]([CH3:24])=[CH:15][CH:16]=1)([O-:23])(=[O:22])=[O:21]. The catalyst class is: 41. (6) Reactant: [CH3:1][N:2]1[C:10]2[C:5](=[CH:6][CH:7]=[CH:8][CH:9]=2)[C:4]([C:11](Cl)=[O:12])=[CH:3]1.Cl.[CH2:15]([NH:22][CH2:23][C:24]1[CH:29]=[CH:28][C:27]([C:30]2[CH:35]=[CH:34][C:33]([O:36][CH3:37])=[C:32]([Br:38])[CH:31]=2)=[CH:26][CH:25]=1)[C:16]1[CH:21]=[CH:20][CH:19]=[CH:18][CH:17]=1.C(N(CC)CC)C. Product: [CH2:15]([N:22]([CH2:23][C:24]1[CH:29]=[CH:28][C:27]([C:30]2[CH:35]=[CH:34][C:33]([O:36][CH3:37])=[C:32]([Br:38])[CH:31]=2)=[CH:26][CH:25]=1)[C:11]([C:4]1[C:5]2[C:10](=[CH:9][CH:8]=[CH:7][CH:6]=2)[N:2]([CH3:1])[CH:3]=1)=[O:12])[C:16]1[CH:17]=[CH:18][CH:19]=[CH:20][CH:21]=1. The catalyst class is: 2. (7) Reactant: Br[C:2]1[CH:3]=[C:4]([NH:10][C:11]2[CH:15]=[C:14]([CH3:16])[NH:13][N:12]=2)[C:5](=[O:9])[N:6]([CH3:8])[CH:7]=1.[C:17]([O:20][CH2:21][C:22]1[C:23]([N:31]2[N:40]=[CH:39][C:38]3[C:33](=[C:34]([F:45])[CH:35]=[C:36]([C:41]([CH3:44])([CH3:43])[CH3:42])[CH:37]=3)[C:32]2=[O:46])=[N:24][CH:25]=[CH:26][C:27]=1B(O)O)(=[O:19])[CH3:18].[O-]P([O-])([O-])=O.[K+].[K+].[K+].C([O-])(=O)C.[Na+]. Product: [C:17]([O:20][CH2:21][C:22]1[C:23]([N:31]2[N:40]=[CH:39][C:38]3[C:33](=[C:34]([F:45])[CH:35]=[C:36]([C:41]([CH3:43])([CH3:42])[CH3:44])[CH:37]=3)[C:32]2=[O:46])=[N:24][CH:25]=[CH:26][C:27]=1[C:2]1[CH:3]=[C:4]([NH:10][C:11]2[CH:15]=[C:14]([CH3:16])[NH:13][N:12]=2)[C:5](=[O:9])[N:6]([CH3:8])[CH:7]=1)(=[O:19])[CH3:18]. The catalyst class is: 379.